This data is from Full USPTO retrosynthesis dataset with 1.9M reactions from patents (1976-2016). The task is: Predict the reactants needed to synthesize the given product. (1) Given the product [C:5]12([C:15]([Cl:3])=[O:17])[CH2:14][CH:9]3[CH2:10][CH:11]([CH2:13][CH:7]([CH2:8]3)[CH2:6]1)[CH2:12]2, predict the reactants needed to synthesize it. The reactants are: S(Cl)([Cl:3])=O.[C:5]12([C:15]([OH:17])=O)[CH2:14][CH:9]3[CH2:10][CH:11]([CH2:13][CH:7]([CH2:8]3)[CH2:6]1)[CH2:12]2. (2) Given the product [NH:8]1[CH2:9][CH2:10][CH:11]([N:14]2[C:18]3[CH:19]=[N:20][C:21]4[CH:22]=[CH:23][CH:24]=[CH:25][C:26]=4[C:17]=3[NH:16][C:15]2=[O:27])[CH2:12][CH2:13]1, predict the reactants needed to synthesize it. The reactants are: C([N:8]1[CH2:13][CH2:12][CH:11]([N:14]2[C:18]3[CH:19]=[N:20][C:21]4[CH:22]=[CH:23][CH:24]=[CH:25][C:26]=4[C:17]=3[NH:16][C:15]2=[O:27])[CH2:10][CH2:9]1)C1C=CC=CC=1.[H][H]. (3) Given the product [CH3:19][S:1][C:2]1[CH:11]=[C:10]2[C:5]([C:6]([Br:16])=[N:7][N:8]([CH:13]([CH3:14])[CH3:15])[C:9]2=[O:12])=[CH:4][CH:3]=1, predict the reactants needed to synthesize it. The reactants are: [SH:1][C:2]1[CH:11]=[C:10]2[C:5]([C:6]([Br:16])=[N:7][N:8]([CH:13]([CH3:15])[CH3:14])[C:9]2=[O:12])=[CH:4][CH:3]=1.[H-].[Na+].[CH3:19]I. (4) The reactants are: N1C2C=CC=CC=2N=C1C1CCN(CCC2OC(=O)C(CC)(CC)C2)CC1.[CH3:28][O:29][C:30]1[CH:31]=[C:32]([N:36]2[CH2:41][CH2:40][NH:39][CH2:38][CH2:37]2)[CH:33]=[CH:34][CH:35]=1.N1(C2C=CC=CC=2C#N)CCNCC1.CC1C=CC(S(O[CH2:67][CH2:68][CH:69]2[CH2:73][C:72]3([CH2:78][CH2:77][CH2:76][CH2:75][CH2:74]3)[C:71](=[O:79])[O:70]2)(=O)=O)=CC=1.CC1C=CC(S([O-])(=O)=O)=CC=1. Given the product [CH3:28][O:29][C:30]1[CH:31]=[C:32]([N:36]2[CH2:41][CH2:40][N:39]([CH2:67][CH2:68][CH:69]3[CH2:73][C:72]4([CH2:74][CH2:75][CH2:76][CH2:77][CH2:78]4)[C:71](=[O:79])[O:70]3)[CH2:38][CH2:37]2)[CH:33]=[CH:34][CH:35]=1, predict the reactants needed to synthesize it.